The task is: Regression/Classification. Given a drug SMILES string, predict its absorption, distribution, metabolism, or excretion properties. Task type varies by dataset: regression for continuous measurements (e.g., permeability, clearance, half-life) or binary classification for categorical outcomes (e.g., BBB penetration, CYP inhibition). Dataset: cyp2c19_veith.. This data is from CYP2C19 inhibition data for predicting drug metabolism from PubChem BioAssay. (1) The molecule is O=C(NCc1ccccc1)c1onc(CSc2ccc(F)cc2)c1C(=O)NCCCN1CCOCC1. The result is 1 (inhibitor). (2) The drug is O=C(c1ccco1)N1CCC2(CC1)CN(Cc1cc(C(F)(F)F)cc(C(F)(F)F)c1)C2. The result is 0 (non-inhibitor). (3) The compound is COC(=O)c1c(C)nc2ccccc2c1C(=O)O. The result is 0 (non-inhibitor).